Task: Predict the product of the given reaction.. Dataset: Forward reaction prediction with 1.9M reactions from USPTO patents (1976-2016) (1) Given the reactants [Br:1][C:2]1[N:7]=[C:6]([CH2:8][N:9]2[C:18]3[C:13](=[CH:14][CH:15]=[CH:16][CH:17]=3)[C:12](=[O:19])[C:11]([C:20]([C:22]3[CH:23]=[N:24][C:25](Cl)=[CH:26][CH:27]=3)=[O:21])=[CH:10]2)[CH:5]=[CH:4][CH:3]=1.[CH2:29]([NH:31][CH2:32][CH3:33])[CH3:30], predict the reaction product. The product is: [Br:1][C:2]1[N:7]=[C:6]([CH2:8][N:9]2[C:18]3[C:13](=[CH:14][CH:15]=[CH:16][CH:17]=3)[C:12](=[O:19])[C:11]([C:20]([C:22]3[CH:23]=[N:24][C:25]([N:31]([CH2:32][CH3:33])[CH2:29][CH3:30])=[CH:26][CH:27]=3)=[O:21])=[CH:10]2)[CH:5]=[CH:4][CH:3]=1. (2) The product is: [Cl:1][C:2]1[CH:3]=[CH:4][C:5]([N:8]2[C:11](=[O:24])[C@H:10]([S:25][CH2:26][C:27]3([C:35]4[CH:40]=[CH:39][C:38]([Cl:41])=[CH:37][CH:36]=4)[O:28][CH2:29][C:30]([CH3:33])([CH3:34])[CH2:31][O:32]3)[C@H:9]2[C:42]2[CH:43]=[CH:44][C:45]([O:46][CH2:47][C:48]([O:50][C:51]([CH3:53])([CH3:54])[CH3:52])=[O:49])=[CH:55][CH:56]=2)=[CH:6][CH:7]=1. Given the reactants [Cl:1][C:2]1[CH:7]=[CH:6][C:5]([NH:8][C@@H:9]([C:42]2[CH:56]=[CH:55][C:45]([O:46][CH2:47][C:48]([O:50][C:51]([CH3:54])([CH3:53])[CH3:52])=[O:49])=[CH:44][CH:43]=2)[C@@H:10]([S:25][CH2:26][C:27]2([C:35]3[CH:40]=[CH:39][C:38]([Cl:41])=[CH:37][CH:36]=3)[O:32][CH2:31][C:30]([CH3:34])([CH3:33])[CH2:29][O:28]2)[C:11](=[O:24])N2[C@@H](C3C=CC=CC=3)COC2=O)=[CH:4][CH:3]=1.C/C(/O[Si](C)(C)C)=N\[Si](C)(C)C.[F-].C([N+](CCCC)(CCCC)CCCC)CCC, predict the reaction product. (3) Given the reactants [NH2:1][C@@H:2]([CH2:6][C:7]1[CH:12]=[CH:11][C:10]([C:13]([F:16])([F:15])[F:14])=[CH:9][CH:8]=1)[CH2:3][CH2:4][OH:5].C([O-])([O-])=O.[K+].[K+].[O:23](C(OC(C)(C)C)=O)[C:24]([O:26][C:27]([CH3:30])([CH3:29])[CH3:28])=O, predict the reaction product. The product is: [OH:5][CH2:4][CH2:3][C@@H:2]([NH:1][C:24](=[O:23])[O:26][C:27]([CH3:30])([CH3:29])[CH3:28])[CH2:6][C:7]1[CH:12]=[CH:11][C:10]([C:13]([F:14])([F:15])[F:16])=[CH:9][CH:8]=1. (4) Given the reactants S(=O)(=O)(O)[OH:2].CN(C=N[C:11]1[CH:12]=[N:13][C:14]([C:17]2[CH:18]=[C:19]([CH:24]=[CH:25][CH:26]=2)[C:20]([O:22]C)=[O:21])=[N:15][CH:16]=1)C, predict the reaction product. The product is: [OH:2][C:11]1[CH:12]=[N:13][C:14]([C:17]2[CH:18]=[C:19]([CH:24]=[CH:25][CH:26]=2)[C:20]([OH:22])=[O:21])=[N:15][CH:16]=1. (5) Given the reactants [Si]([O:8][CH2:9][C:10]1[N:15]=[CH:14][C:13]2[N:16]=[CH:17][N:18]([C:19]3[S:23][C:22]([C:24]([NH2:26])=[O:25])=[C:21]([O:27][CH:28]([C:30]4[CH:35]=[CH:34][CH:33]=[CH:32][C:31]=4[CH3:36])[CH3:29])[CH:20]=3)[C:12]=2[CH:11]=1)(C(C)(C)C)(C)C.[F-].C([N+](CCCC)(CCCC)CCCC)CCC, predict the reaction product. The product is: [OH:8][CH2:9][C:10]1[N:15]=[CH:14][C:13]2[N:16]=[CH:17][N:18]([C:19]3[S:23][C:22]([C:24]([NH2:26])=[O:25])=[C:21]([O:27][CH:28]([C:30]4[CH:35]=[CH:34][CH:33]=[CH:32][C:31]=4[CH3:36])[CH3:29])[CH:20]=3)[C:12]=2[CH:11]=1. (6) Given the reactants [Cl:1][C:2]1[CH:3]=[C:4]([C:8]2[CH:13]=[CH:12][C:11]([CH2:14][C@H:15]([NH:23][C:24](=[O:30])[O:25][C:26]([CH3:29])([CH3:28])[CH3:27])[C:16]([NH:18][CH2:19][CH2:20][C:21]#[N:22])=O)=[CH:10][CH:9]=2)[CH:5]=[CH:6][CH:7]=1.C1C=CC(P(C2C=CC=CC=2)C2C=CC=CC=2)=CC=1.CC(OC(/N=N/C(OC(C)C)=O)=O)C.C[Si]([N:68]=[N+:69]=[N-:70])(C)C, predict the reaction product. The product is: [Cl:1][C:2]1[CH:3]=[C:4]([C:8]2[CH:13]=[CH:12][C:11]([CH2:14][C@H:15]([NH:23][C:24](=[O:30])[O:25][C:26]([CH3:29])([CH3:28])[CH3:27])[C:16]3[N:18]([CH2:19][CH2:20][C:21]#[N:22])[N:70]=[N:69][N:68]=3)=[CH:10][CH:9]=2)[CH:5]=[CH:6][CH:7]=1. (7) Given the reactants Cl.Cl.[C:3]([C:7]1[CH:12]=[CH:11][CH:10]=[CH:9][C:8]=1[N:13]1[CH2:18][CH2:17][NH:16][CH2:15][CH2:14]1)([CH3:6])([CH3:5])[CH3:4].C(N(CC)CC)C.Cl[C:27]([O:29][CH2:30][C:31]([Cl:34])([Cl:33])[Cl:32])=[O:28], predict the reaction product. The product is: [C:3]([C:7]1[CH:12]=[CH:11][CH:10]=[CH:9][C:8]=1[N:13]1[CH2:18][CH2:17][N:16]([C:27]([O:29][CH2:30][C:31]([Cl:34])([Cl:33])[Cl:32])=[O:28])[CH2:15][CH2:14]1)([CH3:6])([CH3:4])[CH3:5]. (8) Given the reactants [F:1][C:2]([F:13])([F:12])[C:3]1[CH:11]=[C:10]2[C:6]([CH:7]=[N:8][NH:9]2)=[CH:5][CH:4]=1.[OH-].[K+].[I:16]I.C(OCC)(=O)C, predict the reaction product. The product is: [I:16][C:7]1[C:6]2[C:10](=[CH:11][C:3]([C:2]([F:1])([F:12])[F:13])=[CH:4][CH:5]=2)[NH:9][N:8]=1.